Task: Predict the reactants needed to synthesize the given product.. Dataset: Full USPTO retrosynthesis dataset with 1.9M reactions from patents (1976-2016) Given the product [ClH:2].[F:45][C:4]1[CH:5]=[C:6]2[C:11](=[CH:12][CH:3]=1)[N:10]=[C:9]([CH2:13][O:14][C:15]1[CH:20]=[CH:19][C:18]([C:21]3[C:25]([C:26]4[CH:31]=[CH:30][N:29]=[CH:28][CH:27]=4)=[CH:24][N:23]([CH3:32])[N:22]=3)=[CH:17][CH:16]=1)[CH:8]=[CH:7]2, predict the reactants needed to synthesize it. The reactants are: Cl.[Cl:2][C:3]1[CH:12]=[C:11]2[C:6]([CH:7]=[CH:8][C:9]([CH2:13][O:14][C:15]3[CH:20]=[CH:19][C:18]([C:21]4[C:25]([C:26]5[CH:31]=[CH:30][N:29]=[CH:28][CH:27]=5)=[CH:24][N:23]([CH3:32])[N:22]=4)=[CH:17][CH:16]=3)=[N:10]2)=[CH:5][CH:4]=1.ClCC1C=CC2C(=CC=C([F:45])C=2)N=1.